From a dataset of Full USPTO retrosynthesis dataset with 1.9M reactions from patents (1976-2016). Predict the reactants needed to synthesize the given product. Given the product [CH:10]1[C:11]2[C:6](=[CH:5][CH:4]=[CH:13][CH:12]=2)[CH:7]=[CH:8][CH:9]=1, predict the reactants needed to synthesize it. The reactants are: OCC[C:4]1[CH:5]=[C:6]2[C:11](=[CH:12][CH:13]=1)[C:10](NC)=[C:9](C(=O)C)[CH:8]=[CH:7]2.C(#N)CC#N.